This data is from Forward reaction prediction with 1.9M reactions from USPTO patents (1976-2016). The task is: Predict the product of the given reaction. Given the reactants [Cl:1][C:2]1[CH:3]=[C:4]2[C:17]([CH3:19])([CH3:18])[C:16]([CH3:20])=[N:15][C:5]2=[N+:6]([CH2:8][CH2:9][CH2:10][S:11]([O-:14])(=[O:13])=[O:12])[CH:7]=1.[CH3:21][C:22]1[C:30]([CH3:32])([CH3:31])[C:29]2[C:24](=[CH:25][CH:26]=[C:27]([S:33]([O-:36])(=[O:35])=[O:34])[CH:28]=2)[N+:23]=1[CH2:37][CH2:38][CH2:39][S:40]([O-:43])(=[O:42])=[O:41].[Na+:44].[Br-].[Br:46]/[C:47](=[CH:56]\NC1C=CC=CC=1)/[CH:48]=[NH+]/C1C=CC=CC=1.C([O-])(=O)C.[Na+], predict the reaction product. The product is: [Br:46]/[C:47](/[CH:56]=[CH:20]/[C:16]1[C:17]([CH3:19])([CH3:18])[C:4]2[C:5]([N:15]=1)=[N+:6]([CH2:8][CH2:9][CH2:10][S:11]([O-:14])(=[O:13])=[O:12])[CH:7]=[C:2]([Cl:1])[CH:3]=2)=[CH:48]\[CH:21]=[C:22]1\[N:23]([CH2:37][CH2:38][CH2:39][S:40]([O-:43])(=[O:42])=[O:41])[C:24]2[C:29]([C:30]\1([CH3:31])[CH3:32])=[CH:28][C:27]([S:33]([O-:36])(=[O:35])=[O:34])=[CH:26][CH:25]=2.[Na+:44].[Na+:44].